Dataset: Forward reaction prediction with 1.9M reactions from USPTO patents (1976-2016). Task: Predict the product of the given reaction. (1) Given the reactants C(OC([NH:8][CH2:9][C:10]1[CH:11]=[C:12]([CH:16]2[CH2:21][CH2:20][N:19]([C:22]([C:24]3[O:25][C:26]([C:29]#[C:30][C:31]4[CH:36]=[CH:35][CH:34]=[CH:33][C:32]=4[F:37])=[CH:27][CH:28]=3)=[O:23])[CH2:18][CH2:17]2)[CH:13]=[CH:14][CH:15]=1)=O)(C)(C)C.[CH3:38][S:39]([OH:42])(=[O:41])=[O:40], predict the reaction product. The product is: [CH3:38][S:39]([OH:42])(=[O:41])=[O:40].[NH2:8][CH2:9][C:10]1[CH:11]=[C:12]([CH:16]2[CH2:21][CH2:20][N:19]([C:22]([C:24]3[O:25][C:26]([C:29]#[C:30][C:31]4[CH:36]=[CH:35][CH:34]=[CH:33][C:32]=4[F:37])=[CH:27][CH:28]=3)=[O:23])[CH2:18][CH2:17]2)[CH:13]=[CH:14][CH:15]=1. (2) Given the reactants [C:1]1([C:7]2[N:8]=[N:9][CH:10]=[C:11]([Sn](CCCC)(CCCC)CCCC)[CH:12]=2)[CH:6]=[CH:5][CH:4]=[CH:3][CH:2]=1.Br[C:27]1[CH:31]=[CH:30][S:29][C:28]=1[C:32]([O:34][CH3:35])=[O:33], predict the reaction product. The product is: [CH3:35][O:34][C:32]([C:28]1[S:29][CH:30]=[CH:31][C:27]=1[C:11]1[CH:12]=[C:7]([C:1]2[CH:2]=[CH:3][CH:4]=[CH:5][CH:6]=2)[N:8]=[N:9][CH:10]=1)=[O:33]. (3) Given the reactants [CH3:1][S:2](Cl)(=[O:4])=[O:3].[Cl:6][C:7]1[CH:12]=[CH:11][C:10]([C:13]2[CH:14]=[CH:15][C:16]([C:19]#[C:20][C:21]3[CH:26]=[CH:25][C:24]([CH2:27][CH2:28][OH:29])=[CH:23][CH:22]=3)=[N:17][CH:18]=2)=[CH:9][CH:8]=1.N1C=CC=CC=1.C(N(CC)CC)C, predict the reaction product. The product is: [CH3:1][S:2]([O:29][CH2:28][CH2:27][C:24]1[CH:23]=[CH:22][C:21]([C:20]#[C:19][C:16]2[CH:15]=[CH:14][C:13]([C:10]3[CH:11]=[CH:12][C:7]([Cl:6])=[CH:8][CH:9]=3)=[CH:18][N:17]=2)=[CH:26][CH:25]=1)(=[O:4])=[O:3].